Dataset: Catalyst prediction with 721,799 reactions and 888 catalyst types from USPTO. Task: Predict which catalyst facilitates the given reaction. (1) The catalyst class is: 8. Product: [CH3:1][C:2]1[O:3][C:4]2[CH:10]=[C:9]([CH:11]=[C:12]3[S:16][C:15](=[N:28][CH2:27][CH2:26][N:20]4[CH2:25][CH2:24][CH2:23][CH2:22][CH2:21]4)[NH:14][C:13]3=[O:19])[CH:8]=[CH:7][C:5]=2[N:6]=1. Reactant: [CH3:1][C:2]1[O:3][C:4]2[CH:10]=[C:9]([CH:11]=[C:12]3[S:16][C:15](SC)=[N:14][C:13]3=[O:19])[CH:8]=[CH:7][C:5]=2[N:6]=1.[N:20]1([CH2:26][CH2:27][NH2:28])[CH2:25][CH2:24][CH2:23][CH2:22][CH2:21]1.C(OCC)C. (2) Reactant: C([O:8][C:9]1[CH:10]=[CH:11][C:12]([O:20][CH2:21][C@@H:22]([OH:51])[CH2:23][NH:24][CH2:25][CH2:26][C:27]2[CH:50]=[CH:49][C:30]([NH:31][CH:32]3[CH2:37][CH2:36][N:35]([C:38]([NH:40][CH2:41][CH2:42][CH2:43][CH2:44][CH2:45][CH2:46][CH2:47][CH3:48])=[O:39])[CH2:34][CH2:33]3)=[CH:29][CH:28]=2)=[C:13]2[C:18]=1[NH:17][C:16](=[O:19])[CH2:15][CH2:14]2)C1C=CC=CC=1.[H][H]. Product: [CH2:41]([NH:40][C:38]([N:35]1[CH2:36][CH2:37][CH:32]([NH:31][C:30]2[CH:49]=[CH:50][C:27]([CH2:26][CH2:25][NH:24][CH2:23][C@H:22]([OH:51])[CH2:21][O:20][C:12]3[CH:11]=[CH:10][C:9]([OH:8])=[C:18]4[C:13]=3[CH2:14][CH2:15][C:16](=[O:19])[NH:17]4)=[CH:28][CH:29]=2)[CH2:33][CH2:34]1)=[O:39])[CH2:42][CH2:43][CH2:44][CH2:45][CH2:46][CH2:47][CH3:48]. The catalyst class is: 29. (3) Reactant: C(OC(N1CCCCC1)=O)(C)C.C(OC(N1CCC(S[C:27]2[N:32]=[CH:31][N:30]=[C:29]3[N:33]([C:36]4[CH:41]=[CH:40][C:39]([S:42]([CH3:45])(=[O:44])=[O:43])=[CH:38][C:37]=4[F:46])[N:34]=[CH:35][C:28]=23)CC1)=O)(C)(C)C.Cl.Cl.FC1C=C(S(C)(=O)=O)C=CC=1N1C2=NC=NC(SC3CCNCC3)=C2C=N1.C(N(CC)CC)C.ClC(OC(C)C)=O. Product: [F:46][C:37]1[CH:38]=[C:39]([S:42]([CH3:45])(=[O:43])=[O:44])[CH:40]=[CH:41][C:36]=1[N:33]1[C:29]2=[N:30][CH:31]=[N:32][CH:27]=[C:28]2[CH:35]=[N:34]1. The catalyst class is: 575. (4) Reactant: [CH2:1]([N:3]([CH2:15][CH3:16])[S:4]([C:7]1[CH:11]=[CH:10][S:9][C:8]=1[C:12](O)=[O:13])(=[O:6])=[O:5])[CH3:2].C(N(CC)CC)C.ClC(OCC)=O. Product: [CH2:15]([N:3]([CH2:1][CH3:2])[S:4]([C:7]1[CH:11]=[CH:10][S:9][C:8]=1[CH2:12][OH:13])(=[O:5])=[O:6])[CH3:16]. The catalyst class is: 7. (5) Reactant: [CH2:1]([N:8]1[C:17]2[C:12](=[CH:13][C:14]([OH:18])=[CH:15][CH:16]=2)[CH2:11][CH2:10][CH2:9]1)[C:2]1[CH:7]=[CH:6][CH:5]=[CH:4][CH:3]=1.[H-].[Na+].[Cl:21][C:22]1[CH:27]=[CH:26][C:25]([N:28]=[C:29]=[O:30])=[CH:24][C:23]=1[C:31]([F:34])([F:33])[F:32]. Product: [CH2:1]([N:8]1[C:17]2[C:12](=[CH:13][C:14]([O:18][C:29](=[O:30])[NH:28][C:25]3[CH:26]=[CH:27][C:22]([Cl:21])=[C:23]([C:31]([F:32])([F:33])[F:34])[CH:24]=3)=[CH:15][CH:16]=2)[CH2:11][CH2:10][CH2:9]1)[C:2]1[CH:3]=[CH:4][CH:5]=[CH:6][CH:7]=1. The catalyst class is: 7.